Dataset: Full USPTO retrosynthesis dataset with 1.9M reactions from patents (1976-2016). Task: Predict the reactants needed to synthesize the given product. Given the product [Cl:1][C:2]1[CH:10]=[C:9]2[C:5]([C@@:6]3([C@@H:15]([C:16]4[CH:21]=[CH:20][CH:19]=[C:18]([Cl:22])[C:17]=4[F:23])[C@H:14]([C:24]([NH:35][C@H:36]4[CH2:37][CH2:38][C@H:39]([C:42](=[O:43])[N:44]([CH3:45])[CH3:46])[CH2:40][CH2:41]4)=[O:25])[NH:13][C:12]43[CH2:27][C:28]([CH2:30][F:31])([CH2:32][F:33])[CH2:29]4)[C:7](=[O:11])[NH:8]2)=[CH:4][CH:3]=1, predict the reactants needed to synthesize it. The reactants are: [Cl:1][C:2]1[CH:10]=[C:9]2[C:5]([C@@:6]3([C@@H:15]([C:16]4[CH:21]=[CH:20][CH:19]=[C:18]([Cl:22])[C:17]=4[F:23])[C@H:14]([C:24](O)=[O:25])[NH:13][C:12]43[CH2:29][C:28]([CH2:32][F:33])([CH2:30][F:31])[CH2:27]4)[C:7](=[O:11])[NH:8]2)=[CH:4][CH:3]=1.Cl.[NH2:35][C@H:36]1[CH2:41][CH2:40][C@H:39]([C:42]([N:44]([CH3:46])[CH3:45])=[O:43])[CH2:38][CH2:37]1.